Dataset: Full USPTO retrosynthesis dataset with 1.9M reactions from patents (1976-2016). Task: Predict the reactants needed to synthesize the given product. (1) Given the product [CH3:24][NH:25][C@H:26]1[C@H:31]([OH:32])[C@@H:30]([O:33][C@H:34]2[O:39][C@H:38]([CH2:40][OH:41])[C@H:37]([OH:42])[C@@H:36]3[O:43][C@:44]4([O:50][C@H:49]([C@H:51]([NH2:54])[CH2:52][OH:53])[C@H:48]([OH:55])[C@H:47]([OH:56])[C@H:46]4[OH:57])[O:45][C@@H:35]23)[C@H:29]([OH:58])[C@@H:28]([NH2:59])[CH2:27]1, predict the reactants needed to synthesize it. The reactants are: C(O)[C@H]1O[C@H](O[C@]2(CO)O[C@H](CO)[C@@H](O)[C@@H]2O)[C@H](O)[C@@H](O)[C@@H]1O.[CH3:24][NH:25][C@@H:26]1[C@@H:31]([OH:32])[C@H:30]([O:33][C@@H:34]2[O:39][C@H:38]([CH2:40][OH:41])[C@H:37]([OH:42])[C@@H:36]3[O:43][C:44]4([O:50][C@H:49]([C@@H:51]([NH2:54])[CH2:52][OH:53])[C@H:48]([OH:55])[C@@H:47]([OH:56])[C@H:46]4[OH:57])[O:45][C@H:35]23)[C@@H:29]([OH:58])[C@H:28]([NH2:59])[CH2:27]1. (2) Given the product [Cl:20][C:4]1[CH:3]=[C:2]([NH:1][CH2:23][C:22]([OH:26])=[O:25])[CH:18]=[C:17]([Cl:19])[C:5]=1[O:6][C:7]1[CH:8]=[C:9]([CH:14]([CH3:16])[CH3:15])[C:10](=[O:13])[NH:11][N:12]=1, predict the reactants needed to synthesize it. The reactants are: [NH2:1][C:2]1[CH:18]=[C:17]([Cl:19])[C:5]([O:6][C:7]2[CH:8]=[C:9]([CH:14]([CH3:16])[CH3:15])[C:10](=[O:13])[NH:11][N:12]=2)=[C:4]([Cl:20])[CH:3]=1.O.[C:22]([OH:26])(=[O:25])[CH:23]=O.C(O)(=O)C.S([O-])([O-])(=O)=O.[Mg+2].C([BH3-])#N. (3) Given the product [CH:1]([N:3]1[CH2:8][CH2:7][CH2:6][N:5]2[N:9]=[CH:10][C:11]([CH2:12][CH2:13][NH:19][C:25](=[O:26])[O:27][CH3:28])=[C:4]12)=[O:2], predict the reactants needed to synthesize it. The reactants are: [CH:1]([N:3]1[CH2:8][CH2:7][CH2:6][N:5]2[N:9]=[CH:10][C:11]([CH2:12][CH2:13]C(O)=O)=[C:4]12)=[O:2].C([N:19](CC)CC)C.Cl[C:25]([O:27][CH2:28]C)=[O:26].[N-]=[N+]=[N-].[Na+]. (4) Given the product [OH:8][CH2:9][C:10]([C:13]1[CH:31]=[CH:30][C:16]([C:17]([NH:19][C:20]2[N:21]=[C:22]3[CH:27]=[CH:26][C:25]([C:40]4[CH:41]=[N:42][NH:43][CH:44]=4)=[CH:24][N:23]3[CH:29]=2)=[O:18])=[CH:15][CH:14]=1)([CH3:12])[CH3:11], predict the reactants needed to synthesize it. The reactants are: [Si]([O:8][CH2:9][C:10]([C:13]1[CH:31]=[CH:30][C:16]([C:17]([NH:19][C:20]2[N:21]=[C:22]3[CH:27]=[CH:26][C:25](I)=[CH:24][N:23]3[CH:29]=2)=[O:18])=[CH:15][CH:14]=1)([CH3:12])[CH3:11])(C(C)(C)C)(C)C.CC1(C)C(C)(C)OB([C:40]2[CH:41]=[N:42][NH:43][CH:44]=2)O1. (5) Given the product [Cl:33][C:31]1[CH:32]=[C:27]([C:68]2[S:67][C:66]([C:55]3([OH:54])[CH2:60][CH2:59][CH:58]([C:61]([OH:63])=[O:62])[C:57]([CH3:64])([CH3:65])[CH2:56]3)=[N:70][CH:69]=2)[CH:28]=[C:29]([NH:34][C:35]2[N:40]=[C:39]([C:41]([F:44])([F:43])[F:42])[CH:38]=[CH:37][N:36]=2)[CH:30]=1, predict the reactants needed to synthesize it. The reactants are: C(P(C12CC3CC(CC(C3)C1)C2)C12CC3CC(CC(C3)C1)C2)CCC.Br[C:27]1[CH:28]=[C:29]([NH:34][C:35]2[N:40]=[C:39]([C:41]([F:44])([F:43])[F:42])[CH:38]=[CH:37][N:36]=2)[CH:30]=[C:31]([Cl:33])[CH:32]=1.[F-].[Cs+].C(O)(=O)C(C)(C)C.[OH:54][C:55]1([C:66]2[S:67][CH:68]=[CH:69][N:70]=2)[CH2:60][CH2:59][CH:58]([C:61]([OH:63])=[O:62])[C:57]([CH3:65])([CH3:64])[CH2:56]1. (6) Given the product [O:18]1[C:19]2[CH:25]=[CH:24][CH:23]=[CH:22][C:20]=2[N:21]=[C:17]1[C:14]1[CH:15]=[CH:16][C:10]2[N:9]([C:5]3[CH:6]=[CH:7][CH:8]=[C:3]([O:2][CH3:1])[CH:4]=3)[C:26]([CH3:27])=[N:12][C:11]=2[CH:13]=1, predict the reactants needed to synthesize it. The reactants are: [CH3:1][O:2][C:3]1[CH:4]=[C:5]([NH:9][C:10]2[CH:16]=[CH:15][C:14]([C:17]3[O:18][C:19]4[CH:25]=[CH:24][CH:23]=[CH:22][C:20]=4[N:21]=3)=[CH:13][C:11]=2[NH2:12])[CH:6]=[CH:7][CH:8]=1.[CH:26](=O)[CH3:27].OOS([O-])=O.[K+].C(=O)([O-])[O-].[K+].[K+].